This data is from Catalyst prediction with 721,799 reactions and 888 catalyst types from USPTO. The task is: Predict which catalyst facilitates the given reaction. (1) Reactant: [CH3:1][C:2]([N:8]1[CH2:13][CH2:12][CH:11]([CH2:14][C:15]2[N:16]([CH3:40])[C:17]3[C:22]([N:23]=2)=[C:21]([N:24]2[CH2:29][CH2:28][O:27][CH2:26][CH2:25]2)[N:20]=[C:19]([N:30]2[C:34]4[CH:35]=[CH:36][CH:37]=[CH:38][C:33]=4[N:32]=[C:31]2[CH3:39])[N:18]=3)[CH2:10][CH2:9]1)([CH3:7])[C:3](OC)=[O:4].[H-].[Al+3].[Li+].[H-].[H-].[H-]. The catalyst class is: 1. Product: [CH3:7][C:2]([N:8]1[CH2:13][CH2:12][CH:11]([CH2:14][C:15]2[N:16]([CH3:40])[C:17]3[C:22]([N:23]=2)=[C:21]([N:24]2[CH2:25][CH2:26][O:27][CH2:28][CH2:29]2)[N:20]=[C:19]([N:30]2[C:34]4[CH:35]=[CH:36][CH:37]=[CH:38][C:33]=4[N:32]=[C:31]2[CH3:39])[N:18]=3)[CH2:10][CH2:9]1)([CH3:1])[CH2:3][OH:4]. (2) Reactant: Br[C:2]1[C:3]([NH:14][C:15]2[C:24]3[C:19](=[CH:20][C:21]([F:26])=[CH:22][C:23]=3[F:25])[N:18]=[C:17]([C:27]3[CH:32]=[CH:31][CH:30]=[CH:29][N:28]=3)[C:16]=2[CH3:33])=[CH:4][C:5]([N:8]2[CH2:13][CH2:12][O:11][CH2:10][CH2:9]2)=[N:6][CH:7]=1.[CH2:34]([S:36]([C:39]1[CH:44]=[CH:43][C:42](B(O)O)=[CH:41][CH:40]=1)(=[O:38])=[O:37])[CH3:35].C1(P(C2CCCCC2)C2CCCCC2)CCCCC1.[O-]P([O-])([O-])=O.[K+].[K+].[K+]. Product: [CH2:34]([S:36]([C:39]1[CH:44]=[CH:43][C:42]([C:2]2[C:3]([NH:14][C:15]3[C:24]4[C:19](=[CH:20][C:21]([F:26])=[CH:22][C:23]=4[F:25])[N:18]=[C:17]([C:27]4[CH:32]=[CH:31][CH:30]=[CH:29][N:28]=4)[C:16]=3[CH3:33])=[CH:4][C:5]([N:8]3[CH2:13][CH2:12][O:11][CH2:10][CH2:9]3)=[N:6][CH:7]=2)=[CH:41][CH:40]=1)(=[O:37])=[O:38])[CH3:35]. The catalyst class is: 552. (3) Reactant: [CH:1]([O:4][C:5]1[CH:10]=[CH:9][C:8]([O:11][C:12](=[O:14])[CH3:13])=[CH:7][CH:6]=1)([CH3:3])[CH3:2].[Br:15]N1C(=O)CCC1=O. Product: [Br:15][C:6]1[CH:7]=[C:8]([O:11][C:12](=[O:14])[CH3:13])[CH:9]=[CH:10][C:5]=1[O:4][CH:1]([CH3:3])[CH3:2]. The catalyst class is: 23. (4) The catalyst class is: 292. Product: [Cl:37][C:2]([Cl:1])([Cl:38])[CH2:3][O:4][C:5](=[O:36])[NH:6][C:7]1[CH:12]=[CH:11][C:10]([S:13][C:14]2[CH:19]=[CH:18][C:17]([C:20](=[O:32])[N:21]([C:25]3[CH:26]=[CH:27][C:28]([Br:31])=[CH:29][CH:30]=3)[CH:22]([CH3:24])[CH3:23])=[CH:16][C:15]=2[NH2:33])=[CH:9][CH:8]=1. Reactant: [Cl:1][C:2]([Cl:38])([Cl:37])[CH2:3][O:4][C:5](=[O:36])[NH:6][C:7]1[CH:12]=[CH:11][C:10]([S:13][C:14]2[CH:19]=[CH:18][C:17]([C:20](=[O:32])[N:21]([C:25]3[CH:30]=[CH:29][C:28]([Br:31])=[CH:27][CH:26]=3)[CH:22]([CH3:24])[CH3:23])=[CH:16][C:15]=2[N+:33]([O-])=O)=[CH:9][CH:8]=1.[NH4+].[Cl-].